Dataset: Full USPTO retrosynthesis dataset with 1.9M reactions from patents (1976-2016). Task: Predict the reactants needed to synthesize the given product. Given the product [N:25]1([C:23]([C:3]2[C:2]([C:32]#[N:33])=[CH:22][C:6]3[O:7][C:8]([C:16]4[CH:17]=[CH:18][CH:19]=[CH:20][CH:21]=4)([C:10]4[CH:15]=[CH:14][CH:13]=[CH:12][CH:11]=4)[O:9][C:5]=3[CH:4]=2)=[O:24])[CH2:26][CH2:27][O:28][CH2:29][CH2:30]1, predict the reactants needed to synthesize it. The reactants are: Br[C:2]1[C:3]([C:23]([N:25]2[CH2:30][CH2:29][O:28][CH2:27][CH2:26]2)=[O:24])=[CH:4][C:5]2[O:9][C:8]([C:16]3[CH:21]=[CH:20][CH:19]=[CH:18][CH:17]=3)([C:10]3[CH:15]=[CH:14][CH:13]=[CH:12][CH:11]=3)[O:7][C:6]=2[CH:22]=1.[Cu](C#N)[C:32]#[N:33].